From a dataset of Forward reaction prediction with 1.9M reactions from USPTO patents (1976-2016). Predict the product of the given reaction. (1) Given the reactants [CH3:1][O:2][C:3]1[CH:8]=[CH:7][C:6]([C:9](=[O:12])[CH2:10][CH3:11])=[CH:5][CH:4]=1.C1C=C[NH+]=CC=1.[Br:19][Br-]Br, predict the reaction product. The product is: [Br:19][CH:10]([CH3:11])[C:9]([C:6]1[CH:7]=[CH:8][C:3]([O:2][CH3:1])=[CH:4][CH:5]=1)=[O:12]. (2) Given the reactants [CH:1]([O:4][C:5]1[CH:10]=[CH:9][C:8]([C:11]2[C:12]([C:17]([OH:19])=O)=[CH:13][CH:14]=[CH:15][CH:16]=2)=[CH:7][CH:6]=1)([CH3:3])[CH3:2].C(Cl)(=O)C(Cl)=O.[NH2:26][C:27]1[CH:32]=[CH:31][C:30]([CH:33]([C:39]([O:41][CH2:42][CH3:43])=[O:40])[C:34]([O:36][CH2:37][CH3:38])=[O:35])=[CH:29][C:28]=1[C:44](=[O:48])[N:45]([CH3:47])[CH3:46].CCN(C(C)C)C(C)C, predict the reaction product. The product is: [CH3:47][N:45]([CH3:46])[C:44]([C:28]1[CH:29]=[C:30]([CH:33]([C:39]([O:41][CH2:42][CH3:43])=[O:40])[C:34]([O:36][CH2:37][CH3:38])=[O:35])[CH:31]=[CH:32][C:27]=1[NH:26][C:17]([C:12]1[CH:13]=[CH:14][CH:15]=[CH:16][C:11]=1[C:8]1[CH:7]=[CH:6][C:5]([O:4][CH:1]([CH3:2])[CH3:3])=[CH:10][CH:9]=1)=[O:19])=[O:48]. (3) Given the reactants I[C:2]1[C:10]2[C:5](=[CH:6][C:7]([N+:11]([O-:13])=[O:12])=[CH:8][CH:9]=2)[N:4]([CH2:14][O:15][CH2:16][CH2:17][Si:18]([CH3:21])([CH3:20])[CH3:19])[N:3]=1.[CH3:22]B(O)O.O1CCCC1.P([O-])([O-])([O-])=O.[K+].[K+].[K+], predict the reaction product. The product is: [CH3:22][C:2]1[C:10]2[C:5](=[CH:6][C:7]([N+:11]([O-:13])=[O:12])=[CH:8][CH:9]=2)[N:4]([CH2:14][O:15][CH2:16][CH2:17][Si:18]([CH3:21])([CH3:20])[CH3:19])[N:3]=1. (4) Given the reactants [NH2:1][C:2](=[O:46])[C:3]([CH3:45])([CH3:44])[CH2:4][NH:5][C:6]([C@H:8]([CH:41]([CH3:43])[CH3:42])[CH2:9][C@@H:10]1[O:14][CH2:13][N:12]([C:15]([O:17][CH:18](Cl)[CH3:19])=[O:16])[C@H:11]1[CH2:21][C@H:22]([CH2:26][C:27]1[CH:32]=[CH:31][C:30]([O:33][CH3:34])=[C:29]([O:35][CH2:36][CH2:37][CH2:38][O:39][CH3:40])[CH:28]=1)[CH:23]([CH3:25])[CH3:24])=[O:7].C(=O)([O-])[O-].[Cs+].[Cs+].[OH:53][C:54]1[CH:55]=[N:56][CH:57]=[CH:58][CH:59]=1.C(O)(=O)CC(CC(O)=O)(C(O)=O)O, predict the reaction product. The product is: [NH2:1][C:2](=[O:46])[C:3]([CH3:45])([CH3:44])[CH2:4][NH:5][C:6]([C@H:8]([CH:41]([CH3:43])[CH3:42])[CH2:9][C@@H:10]1[O:14][CH2:13][N:12]([C:15]([O:17][CH:18]([O:53][C:54]2[CH:55]=[N:56][CH:57]=[CH:58][CH:59]=2)[CH3:19])=[O:16])[C@H:11]1[CH2:21][C@H:22]([CH2:26][C:27]1[CH:32]=[CH:31][C:30]([O:33][CH3:34])=[C:29]([O:35][CH2:36][CH2:37][CH2:38][O:39][CH3:40])[CH:28]=1)[CH:23]([CH3:25])[CH3:24])=[O:7]. (5) Given the reactants [NH2:1][C:2]1[C:3]([C:7]2[N:8]([CH2:37][CH3:38])[C:9]3[C:14]([O:15][CH2:16][CH:17]4[CH2:22][CH2:21][N:20](C(OC(C)(C)C)=O)[CH2:19][CH2:18]4)=[CH:13][N:12]=[C:11]([C:30]#[C:31][C:32]([OH:35])([CH3:34])[CH3:33])[C:10]=3[N:36]=2)=[N:4][O:5][N:6]=1.[ClH:39], predict the reaction product. The product is: [ClH:39].[NH2:1][C:2]1[C:3]([C:7]2[N:8]([CH2:37][CH3:38])[C:9]3[C:14]([O:15][CH2:16][CH:17]4[CH2:18][CH2:19][NH:20][CH2:21][CH2:22]4)=[CH:13][N:12]=[C:11]([C:30]#[C:31][C:32]([CH3:33])([OH:35])[CH3:34])[C:10]=3[N:36]=2)=[N:4][O:5][N:6]=1. (6) The product is: [CH:18]1([NH:17][C:15](=[O:16])[C:14]2[CH:21]=[CH:22][C:11]([C:8]3[N:6]4[CH:7]=[C:2]([C:52]#[C:53][CH2:32][CH2:31][C:29]([NH:39][CH3:35])=[O:33])[N:3]=[C:4]([NH:23][CH2:24][CH:25]([CH3:27])[CH3:26])[C:5]4=[N:10][CH:9]=3)=[CH:12][CH:13]=2)[CH2:20][CH2:19]1. Given the reactants Br[C:2]1[N:3]=[C:4]([NH:23][CH2:24][CH:25]([CH3:27])[CH3:26])[C:5]2[N:6]([C:8]([C:11]3[CH:22]=[CH:21][C:14]([C:15]([NH:17][CH:18]4[CH2:20][CH2:19]4)=[O:16])=[CH:13][CH:12]=3)=[CH:9][N:10]=2)[CH:7]=1.C[C:29]([OH:33])([C:31]#[CH:32])C.[F-].[CH2:35]([N+:39](CCCC)(CCCC)CCCC)CCC.[CH2:52]1COC[CH2:53]1, predict the reaction product. (7) Given the reactants [Br:1][C:2]1[CH:10]=[CH:9][C:5]([C:6]([OH:8])=[O:7])=[C:4](Cl)[CH:3]=1.[NH2:12][C:13]1[CH:18]=[CH:17][CH:16]=[CH:15][CH:14]=1, predict the reaction product. The product is: [Br:1][C:2]1[CH:10]=[CH:9][C:5]([C:6]([OH:8])=[O:7])=[C:4]([NH:12][C:13]2[CH:18]=[CH:17][CH:16]=[CH:15][CH:14]=2)[CH:3]=1.